This data is from Forward reaction prediction with 1.9M reactions from USPTO patents (1976-2016). The task is: Predict the product of the given reaction. (1) Given the reactants O.C([Li])(CC)C.[CH2:7]=[CH:8][C:9]1[CH:14]=[CH:13][CH:12]=[CH:11][CH:10]=1.[CH3:15][C:16]([CH3:24])=[CH:17][CH2:18][CH2:19][C:20]([CH:22]=[CH2:23])=[CH2:21], predict the reaction product. The product is: [CH2:7]=[CH:8][C:9]1[CH:14]=[CH:13][CH:12]=[CH:11][CH:10]=1.[CH3:15][C:16]([CH3:24])=[CH:17][CH2:18][CH2:19][C:20]([CH:22]=[CH2:23])=[CH2:21]. (2) Given the reactants C[N:2]1[C:6]2[C:7]([N:11]3[CH2:16][CH2:15][N:14]([CH3:17])[CH2:13][CH2:12]3)=[CH:8][CH:9]=[CH:10][C:5]=2[N:4]=[C:3]1[CH2:18][N:19]([C@@H:23]1[C:32]2[N:31]=[CH:30][CH:29]=[CH:28][C:27]=2[CH2:26]C[CH2:24]1)CCO.CN1CCN(C2C3N=C(CNC(=O)OCC4C=CC=CC=4)NC=3C=CC=2)CC1.N1C=CC=C2CCC(=O)C=12, predict the reaction product. The product is: [CH3:17][N:14]1[CH2:13][CH2:12][N:11]([C:7]2[C:6]3[N:2]=[C:3]([CH2:18][NH:19][CH:23]4[C:32]5=[N:31][CH:30]=[CH:29][CH:28]=[C:27]5[CH2:26][CH2:24]4)[NH:4][C:5]=3[CH:10]=[CH:9][CH:8]=2)[CH2:16][CH2:15]1. (3) Given the reactants [F:1][C:2]([F:11])([F:10])[C:3]1[CH:9]=[CH:8][CH:7]=[CH:6][C:4]=1[NH2:5].C1(CN)CCCCC1.[O:20]=[C:21]1[C:29]2([CH2:33][O:32][C:31]3[CH:34]=[C:35]4[C:39](=[CH:40][C:30]2=3)[CH2:38][CH2:37][O:36]4)[C:28]2[C:23](=[CH:24][CH:25]=[CH:26][CH:27]=2)[N:22]1[CH2:41][C:42]1[CH:50]=[CH:49][C:45]([C:46](O)=[O:47])=[CH:44][CH:43]=1.O=C1C2(COC3C=C4C(=CC2=3)CCO4)C2C(=CC=CC=2)N1CC1C=C(C=CC=1)C(O)=O, predict the reaction product. The product is: [O:20]=[C:21]1[C:29]2([CH2:33][O:32][C:31]3[CH:34]=[C:35]4[C:39](=[CH:40][C:30]2=3)[CH2:38][CH2:37][O:36]4)[C:28]2[C:23](=[CH:24][CH:25]=[CH:26][CH:27]=2)[N:22]1[CH2:41][C:42]1[CH:43]=[CH:44][C:45]([C:46]([NH:5][C:4]2[CH:6]=[CH:7][CH:8]=[CH:9][C:3]=2[C:2]([F:10])([F:11])[F:1])=[O:47])=[CH:49][CH:50]=1. (4) The product is: [C:1]([O:5][C:6](=[O:7])[N:8]([CH2:9][CH2:10][CH2:11][CH2:12][C:13]([NH:50][C:51]1[CH:56]=[CH:55][C:54]([CH2:57][OH:58])=[CH:53][CH:52]=1)=[O:15])[CH3:16])([CH3:2])([CH3:3])[CH3:4]. Given the reactants [C:1]([O:5][C:6]([N:8]([CH3:16])[CH2:9][CH2:10][CH2:11][CH2:12][C:13]([OH:15])=O)=[O:7])([CH3:4])([CH3:3])[CH3:2].CCN(C(C)C)C(C)C.CN(C(ON1N=NC2C=CC=NC1=2)=[N+](C)C)C.F[P-](F)(F)(F)(F)F.[NH2:50][C:51]1[CH:56]=[CH:55][C:54]([CH2:57][OH:58])=[CH:53][CH:52]=1, predict the reaction product. (5) Given the reactants [CH:1]1([NH:4][C:5]([C:7]2[C:15]3[CH:14]=[C:13]([C:16]4[C:21]([CH3:22])=[CH:20][N:19]=[C:18](Cl)[N:17]=4)[S:12][C:11]=3[CH:10]=[CH:9][CH:8]=2)=[O:6])[CH2:3][CH2:2]1.C(OC([N:31]1[CH2:36][CH2:35][CH2:34][CH:33]([CH2:37][CH2:38][CH2:39][NH2:40])[CH2:32]1)=O)(C)(C)C.C(N(C(C)C)CC)(C)C.C([SiH](CC)CC)C.C(O)(C(F)(F)F)=O.[Li+].[OH-], predict the reaction product. The product is: [CH:1]1([NH:4][C:5]([C:7]2[C:15]3[CH:14]=[C:13]([C:16]4[C:21]([CH3:22])=[CH:20][N:19]=[C:18]([NH:40][CH2:39][CH2:38][CH2:37][CH:33]5[CH2:34][CH2:35][CH2:36][NH:31][CH2:32]5)[N:17]=4)[S:12][C:11]=3[CH:10]=[CH:9][CH:8]=2)=[O:6])[CH2:3][CH2:2]1. (6) The product is: [Cl:1][C:2]1[CH:3]=[CH:4][C:5]([C:6]2[CH:7]=[CH:8][C:9]([CH2:19][CH3:20])=[C:10]([CH:12]3[C:16](=[O:17])[CH:15]4[CH:14]([CH:31]5[CH2:32][CH2:33][C:28]4([O:27][CH3:26])[CH:29]=[CH:30]5)[C:13]3=[O:18])[CH:11]=2)=[CH:21][CH:22]=1. Given the reactants [Cl:1][C:2]1[CH:22]=[CH:21][C:5]([C:6]2[CH:7]=[CH:8][C:9]([CH2:19][CH3:20])=[C:10]([CH:12]3[C:16](=[O:17])[CH:15]=[CH:14][C:13]3=[O:18])[CH:11]=2)=[CH:4][CH:3]=1.[I-].[Mg+2].[I-].[CH3:26][O:27][C:28]1[CH2:33][CH2:32][CH:31]=[CH:30][CH:29]=1, predict the reaction product. (7) Given the reactants N12CCCN=C1CCCCC2.Cl.[NH2:13][CH2:14][C:15]1[CH:23]=[CH:22][CH:21]=[C:20]2[C:16]=1[C:17](=[O:33])[N:18]([CH:25]1[CH2:30][CH2:29][C:28](=[O:31])[NH:27][C:26]1=[O:32])[C:19]2=[O:24].[CH2:34]([N:42]=[C:43]=[O:44])[CH2:35][CH2:36][CH2:37][CH2:38][CH2:39][CH2:40][CH3:41], predict the reaction product. The product is: [O:32]=[C:26]1[CH:25]([N:18]2[C:17](=[O:33])[C:16]3[C:20](=[CH:21][CH:22]=[CH:23][C:15]=3[CH2:14][NH:13][C:43]([NH:42][CH2:34][CH2:35][CH2:36][CH2:37][CH2:38][CH2:39][CH2:40][CH3:41])=[O:44])[C:19]2=[O:24])[CH2:30][CH2:29][C:28](=[O:31])[NH:27]1.